This data is from Reaction yield outcomes from USPTO patents with 853,638 reactions. The task is: Predict the reaction yield, written as a fraction of the theoretical maximum amount of product (1.0 means a 100% yield; for example, 0.34 means a 34% yield). (1) The reactants are [Cl:1][C:2]1[N:7]=[C:6](Cl)[C:5]([N+:9]([O-:11])=[O:10])=[CH:4][N:3]=1.C(N(CC)C(C)C)(C)C.[CH3:21][O:22][CH2:23][CH2:24][CH2:25][NH2:26]. The catalyst is C1COCC1. The product is [Cl:1][C:2]1[N:7]=[C:6]([NH:26][CH2:25][CH2:24][CH2:23][O:22][CH3:21])[C:5]([N+:9]([O-:11])=[O:10])=[CH:4][N:3]=1. The yield is 0.790. (2) The reactants are C(Cl)(=O)C(Cl)=O.CS(C)=O.[CH3:11][C:12]([CH3:20])([CH2:15][C:16]#[C:17][CH2:18][CH3:19])[CH2:13][OH:14]. The catalyst is C(Cl)Cl.O. The product is [CH3:11][C:12]([CH3:20])([CH2:15][C:16]#[C:17][CH2:18][CH3:19])[CH:13]=[O:14]. The yield is 0.870. (3) The reactants are [Br:1][C:2]1[NH:10][C:9]2[C:8](=[O:11])[N:7]3[C:12]([CH2:15][CH2:16][C:17](O)=[O:18])=[N:13][N:14]=[C:6]3[N:5]([CH2:20][CH2:21][CH2:22][CH2:23][CH3:24])[C:4]=2[N:3]=1.[NH:25]1[CH2:30][CH2:29][O:28][CH2:27][CH2:26]1.C(N(CC)CC)C.F[P-](F)(F)(F)(F)F.N1(O[P+](N(C)C)(N(C)C)N(C)C)C2C=CC=CC=2N=N1. The catalyst is C(Cl)Cl. The product is [Br:1][C:2]1[NH:10][C:9]2[C:8](=[O:11])[N:7]3[C:12]([CH2:15][CH2:16][C:17]([N:25]4[CH2:30][CH2:29][O:28][CH2:27][CH2:26]4)=[O:18])=[N:13][N:14]=[C:6]3[N:5]([CH2:20][CH2:21][CH2:22][CH2:23][CH3:24])[C:4]=2[N:3]=1. The yield is 0.600. (4) The reactants are [H-].[Na+].[Br:3][C:4]1[CH:9]=[CH:8][C:7]([OH:10])=[CH:6][CH:5]=1.[CH3:11][C:12]([CH3:17])=[CH:13][C:14](Cl)=[O:15].C(OCC)(=O)C. The catalyst is O1CCCC1.[Cl-].[Na+].O.CCCCCC. The product is [Br:3][C:4]1[CH:9]=[CH:8][C:7]([O:10][C:14](=[O:15])[CH:13]=[C:12]([CH3:17])[CH3:11])=[CH:6][CH:5]=1. The yield is 0.590. (5) The reactants are I[C:2]1[CH:3]=[C:4]([C:8]2[O:12][N:11]=[C:10]([CH2:13][S:14][C:15]3[N:19]([CH3:20])[C:18]([C:21]4[S:22][CH:23]=[CH:24][CH:25]=4)=[N:17][N:16]=3)[N:9]=2)[CH:5]=[CH:6][CH:7]=1.[O:26]1[CH:30]=[CH:29][C:28](B(O)O)=[CH:27]1.COCCOC.C(=O)([O-])[O-].[Na+].[Na+]. The catalyst is C(OCC)(=O)C.C1C=CC([P]([Pd]([P](C2C=CC=CC=2)(C2C=CC=CC=2)C2C=CC=CC=2)([P](C2C=CC=CC=2)(C2C=CC=CC=2)C2C=CC=CC=2)[P](C2C=CC=CC=2)(C2C=CC=CC=2)C2C=CC=CC=2)(C2C=CC=CC=2)C2C=CC=CC=2)=CC=1. The product is [O:26]1[CH:30]=[CH:29][C:28]([C:2]2[CH:3]=[C:4]([C:8]3[O:12][N:11]=[C:10]([CH2:13][S:14][C:15]4[N:19]([CH3:20])[C:18]([C:21]5[S:22][CH:23]=[CH:24][CH:25]=5)=[N:17][N:16]=4)[N:9]=3)[CH:5]=[CH:6][CH:7]=2)=[CH:27]1. The yield is 0.570. (6) The catalyst is CCOCC.CC(O[Ti](OC(C)C)(OC(C)C)OC(C)C)C.C1COCC1. The reactants are [CH2:1]([N:8]1[CH2:12][CH2:11][C@@H:10]([C:13]#[N:14])[CH2:9]1)[C:2]1[CH:7]=[CH:6][CH:5]=[CH:4][CH:3]=1.[CH3:15][CH2:16][Mg+].[Br-].B(F)(F)F.CCOCC.Cl.[OH-].[Na+]. The product is [CH2:1]([N:8]1[CH2:12][CH2:11][C@@H:10]([C:13]2([NH2:14])[CH2:16][CH2:15]2)[CH2:9]1)[C:2]1[CH:7]=[CH:6][CH:5]=[CH:4][CH:3]=1. The yield is 0.900. (7) The reactants are [OH:1][CH2:2][CH2:3][O:4][CH:5]1[CH2:10][CH2:9][N:8]([C:11]([O:13][C:14]([CH3:17])([CH3:16])[CH3:15])=[O:12])[CH2:7][CH2:6]1.O[N:19]1[C:23](=[O:24])[C:22]2=[CH:25][CH:26]=[CH:27][CH:28]=[C:21]2[C:20]1=[O:29].C1(P(C2C=CC=CC=2)C2C=CC=CC=2)C=CC=CC=1.CC(OC(/N=N/C(OC(C)C)=O)=O)C. The catalyst is C1COCC1. The product is [O:29]=[C:20]1[C:21]2[C:22](=[CH:25][CH:26]=[CH:27][CH:28]=2)[C:23](=[O:24])[N:19]1[O:1][CH2:2][CH2:3][O:4][CH:5]1[CH2:10][CH2:9][N:8]([C:11]([O:13][C:14]([CH3:17])([CH3:16])[CH3:15])=[O:12])[CH2:7][CH2:6]1. The yield is 0.480. (8) The reactants are [Br:1][C:2]1[CH:11]=[CH:10][CH:9]=[C:8]2[C:3]=1[N:4]=[C:5]([Cl:13])[C:6](Cl)=[N:7]2.[CH3:14][C:15]([NH2:18])([CH3:17])[CH3:16].O.BrC1C=CC=C2C=1N=C(NC(C)(C)C)C(Cl)=N2. The catalyst is CS(C)=O.C([O-])(O)=O.[Na+]. The product is [Br:1][C:2]1[CH:11]=[CH:10][CH:9]=[C:8]2[C:3]=1[N:4]=[C:5]([Cl:13])[C:6]([NH:18][C:15]([CH3:17])([CH3:16])[CH3:14])=[N:7]2. The yield is 0.650. (9) The reactants are [F:1][C:2]([F:20])([F:19])/[C:3](/O)=[CH:4]/[C:5]([C:7]1[CH:12]=[CH:11][C:10]([O:13][C:14]([F:17])([F:16])[F:15])=[CH:9][CH:8]=1)=O.[CH2:21]([O:23][C:24](=[O:29])/[CH:25]=[C:26](\[NH2:28])/[CH3:27])[CH3:22]. The catalyst is C(#N)C. The product is [CH2:21]([O:23][C:24](=[O:29])[C:25]1[C:3]([C:2]([F:20])([F:19])[F:1])=[CH:4][C:5]([C:7]2[CH:12]=[CH:11][C:10]([O:13][C:14]([F:17])([F:16])[F:15])=[CH:9][CH:8]=2)=[N:28][C:26]=1[CH3:27])[CH3:22]. The yield is 0.500.